From a dataset of Forward reaction prediction with 1.9M reactions from USPTO patents (1976-2016). Predict the product of the given reaction. (1) Given the reactants [CH2:1]([O:8][C:9]1[CH:10]=[C:11]([C:15]2[CH:16]=[C:17]3[C:22](=[N:23][CH:24]=2)[NH:21][CH2:20][CH2:19][CH2:18]3)[CH:12]=[N:13][CH:14]=1)[C:2]1[CH:7]=[CH:6][CH:5]=[CH:4][CH:3]=1.[C:25]([N:33]=[C:34]=[O:35])(=[O:32])[C:26]1[CH:31]=[CH:30][CH:29]=[CH:28][CH:27]=1, predict the reaction product. The product is: [CH2:1]([O:8][C:9]1[CH:10]=[C:11]([C:15]2[CH:16]=[C:17]3[C:22](=[N:23][CH:24]=2)[N:21]([C:34]([NH:33][C:25](=[O:32])[C:26]2[CH:27]=[CH:28][CH:29]=[CH:30][CH:31]=2)=[O:35])[CH2:20][CH2:19][CH2:18]3)[CH:12]=[N:13][CH:14]=1)[C:2]1[CH:3]=[CH:4][CH:5]=[CH:6][CH:7]=1. (2) Given the reactants C(OC([NH:11][CH:12]([CH2:23][CH2:24][P:25]([O:34][CH:35]([C:38](=[O:51])[NH:39][CH2:40][C:41]([O:43]CC1C=CC=CC=1)=[O:42])[CH2:36][CH3:37])([O:27][C:28]1[CH:33]=[CH:32][CH:31]=[CH:30][CH:29]=1)=[O:26])[C:13]([O:15]CC1C=CC=CC=1)=[O:14])=O)C1C=CC=CC=1.[H][H], predict the reaction product. The product is: [NH2:11][CH:12]([CH2:23][CH2:24][P:25]([O:34][CH:35]([C:38](=[O:51])[NH:39][CH2:40][C:41]([OH:43])=[O:42])[CH2:36][CH3:37])([O:27][C:28]1[CH:33]=[CH:32][CH:31]=[CH:30][CH:29]=1)=[O:26])[C:13]([OH:15])=[O:14]. (3) Given the reactants Cl.[C:2]([NH:6][OH:7])([CH3:5])([CH3:4])[CH3:3].[CH:8]([S:11][C:12]1[CH:19]=[CH:18][CH:17]=[CH:16][C:13]=1[CH:14]=O)([CH3:10])[CH3:9], predict the reaction product. The product is: [C:2]([N+:6]([O-:7])=[CH:14][C:13]1[CH:16]=[CH:17][CH:18]=[CH:19][C:12]=1[S:11][CH:8]([CH3:10])[CH3:9])([CH3:5])([CH3:4])[CH3:3]. (4) Given the reactants Br[C:2]1[N:3]([CH2:9][C:10]([O:12][CH2:13][CH3:14])=[O:11])[C:4]([Cl:8])=[C:5]([Cl:7])[N:6]=1.[C:15]([C:17]1[CH:22]=[CH:21][CH:20]=[CH:19][CH:18]=1)#[CH:16], predict the reaction product. The product is: [CH2:13]([O:12][C:10](=[O:11])[CH2:9][N:3]1[C:4]([Cl:8])=[C:5]([Cl:7])[N:6]=[C:2]1[C:16]#[C:15][C:17]1[CH:22]=[CH:21][CH:20]=[CH:19][CH:18]=1)[CH3:14]. (5) Given the reactants [C:1]1([C:7](=O)[CH2:8][C:9]2[CH:14]=[CH:13][CH:12]=[CH:11][CH:10]=2)[CH:6]=[CH:5][CH:4]=[CH:3][CH:2]=1.[Br:16][C:17]1[CH:18]=[C:19]([CH:22]=[C:23]([O:26][CH2:27][CH3:28])[C:24]=1[OH:25])[CH:20]=O.[NH2:29][C:30]([NH2:32])=[O:31].Cl, predict the reaction product. The product is: [Br:16][C:17]1[CH:18]=[C:19]([CH:20]2[C:8]([C:9]3[CH:14]=[CH:13][CH:12]=[CH:11][CH:10]=3)=[C:7]([C:1]3[CH:6]=[CH:5][CH:4]=[CH:3][CH:2]=3)[NH:32][C:30](=[O:31])[NH:29]2)[CH:22]=[C:23]([O:26][CH2:27][CH3:28])[C:24]=1[OH:25]. (6) Given the reactants [CH2:1]([O:8][C:9](=[O:31])[C@H:10]([CH2:16][CH2:17][CH2:18][CH2:19][NH:20][C:21]([O:23][CH2:24][C:25]1[CH:30]=[CH:29][CH:28]=[CH:27][CH:26]=1)=[O:22])[NH:11][CH2:12][CH:13]([CH3:15])[CH3:14])[C:2]1[CH:7]=[CH:6][CH:5]=[CH:4][CH:3]=1.[C:32]1([S:38](Cl)(=[O:40])=[O:39])[CH:37]=[CH:36][CH:35]=[CH:34][CH:33]=1, predict the reaction product. The product is: [CH2:1]([O:8][C:9](=[O:31])[C@H:10]([CH2:16][CH2:17][CH2:18][CH2:19][NH:20][C:21]([O:23][CH2:24][C:25]1[CH:26]=[CH:27][CH:28]=[CH:29][CH:30]=1)=[O:22])[N:11]([CH2:12][CH:13]([CH3:15])[CH3:14])[S:38]([C:32]1[CH:37]=[CH:36][CH:35]=[CH:34][CH:33]=1)(=[O:40])=[O:39])[C:2]1[CH:3]=[CH:4][CH:5]=[CH:6][CH:7]=1.